Task: Predict which catalyst facilitates the given reaction.. Dataset: Catalyst prediction with 721,799 reactions and 888 catalyst types from USPTO (1) Reactant: [Cl:1][C:2]1[N:3]=[N:4][C:5]([NH:8][NH2:9])=[CH:6][CH:7]=1.[N:10]1[CH:15]=[CH:14][CH:13]=[CH:12][C:11]=1[C:16](=O)[CH2:17][C:18](=O)[C:19]([O:21][CH2:22][CH3:23])=[O:20].Cl. Product: [Cl:1][C:2]1[N:3]=[N:4][C:5]([N:8]2[C:16]([C:11]3[CH:12]=[CH:13][CH:14]=[CH:15][N:10]=3)=[CH:17][C:18]([C:19]([O:21][CH2:22][CH3:23])=[O:20])=[N:9]2)=[CH:6][CH:7]=1. The catalyst class is: 8. (2) Reactant: [Si]([O:8][C:9]1[CH:14]=[CH:13][C:12]([CH2:15][CH:16]([O:21][CH2:22][C:23]2[CH:28]=[CH:27][C:26]([C:29]([O:31][C:32]([CH3:35])([CH3:34])[CH3:33])=[O:30])=[CH:25][CH:24]=2)[C:17]([O:19][CH3:20])=[O:18])=[CH:11][CH:10]=1)(C(C)(C)C)(C)C.[F-].C([N+](CCCC)(CCCC)CCCC)CCC.C(O)(=O)C. Product: [C:32]([O:31][C:29]([C:26]1[CH:25]=[CH:24][C:23]([CH2:22][O:21][CH:16]([CH2:15][C:12]2[CH:11]=[CH:10][C:9]([OH:8])=[CH:14][CH:13]=2)[C:17]([O:19][CH3:20])=[O:18])=[CH:28][CH:27]=1)=[O:30])([CH3:35])([CH3:33])[CH3:34]. The catalyst class is: 1. (3) Reactant: [CH:1]1([C:4](=[O:26])[CH:5]([N:13]2[CH2:18][CH2:17][CH:16](O)/[C:15](=[CH:20]/[C:21]3[O:22][CH:23]=[CH:24][CH:25]=3)/[CH2:14]2)[C:6]2[CH:11]=[CH:10][CH:9]=[CH:8][C:7]=2[F:12])[CH2:3][CH2:2]1.[C:27]([OH:30])(=[S:29])[CH3:28].C(OC(OCC(C)(C)C)N(C)C)C(C)(C)C.C(=O)([O-])O.[Na+]. Product: [C:27]([S:29][CH:16]1[CH2:17][CH2:18][N:13]([CH:5]([C:6]2[CH:11]=[CH:10][CH:9]=[CH:8][C:7]=2[F:12])[C:4]([CH:1]2[CH2:3][CH2:2]2)=[O:26])[CH2:14]/[C:15]/1=[CH:20]\[C:21]1[O:22][CH:23]=[CH:24][CH:25]=1)(=[O:30])[CH3:28]. The catalyst class is: 11. (4) Reactant: [OH:1]OS([O-])=O.[K+].[Cl:7][C:8]1[N:9]=[C:10]([N:28]2[CH2:33][CH2:32][O:31][CH2:30][CH2:29]2)[C:11]2[S:16][C:15]([C:17]3[CH:18]=[C:19]([S:23][CH2:24][C@H:25]([OH:27])[CH3:26])[CH:20]=[CH:21][CH:22]=3)=[CH:14][C:12]=2[N:13]=1.[OH2:34]. Product: [Cl:7][C:8]1[N:9]=[C:10]([N:28]2[CH2:33][CH2:32][O:31][CH2:30][CH2:29]2)[C:11]2[S:16][C:15]([C:17]3[CH:18]=[C:19]([S:23]([CH2:24][C@H:25]([OH:27])[CH3:26])(=[O:1])=[O:34])[CH:20]=[CH:21][CH:22]=3)=[CH:14][C:12]=2[N:13]=1. The catalyst class is: 5. (5) Reactant: [Cl:1][C:2]1[CH:10]=[CH:9][C:8]2[NH:7][C:6]3[CH2:11][CH2:12][N:13]([CH3:15])[CH2:14][C:5]=3[C:4]=2[CH:3]=1.[OH-].[K+].Br[CH2:19][CH2:20][C:21]1[CH:26]=[CH:25][C:24]([O:27][CH3:28])=[CH:23][CH:22]=1. Product: [Cl:1][C:2]1[CH:10]=[CH:9][C:8]2[N:7]([CH2:19][CH2:20][C:21]3[CH:26]=[CH:25][C:24]([O:27][CH3:28])=[CH:23][CH:22]=3)[C:6]3[CH2:11][CH2:12][N:13]([CH3:15])[CH2:14][C:5]=3[C:4]=2[CH:3]=1. The catalyst class is: 264.